Dataset: Reaction yield outcomes from USPTO patents with 853,638 reactions. Task: Predict the reaction yield, written as a fraction of the theoretical maximum amount of product (1.0 means a 100% yield; for example, 0.34 means a 34% yield). (1) The reactants are [CH2:1]([O:8][C:9]([C:11]1[C:19]2[C:14](=[CH:15][CH:16]=[C:17]([CH2:20][CH2:21]OS(C)(=O)=O)[CH:18]=2)[NH:13][C:12]=1[CH3:27])=[O:10])[C:2]1[CH:7]=[CH:6][CH:5]=[CH:4][CH:3]=1.[CH3:28][NH2:29]. The catalyst is C(O)C. The product is [CH2:1]([O:8][C:9]([C:11]1[C:19]2[C:14](=[CH:15][CH:16]=[C:17]([CH2:20][CH2:21][NH:29][CH3:28])[CH:18]=2)[NH:13][C:12]=1[CH3:27])=[O:10])[C:2]1[CH:7]=[CH:6][CH:5]=[CH:4][CH:3]=1. The yield is 0.990. (2) The catalyst is C1COCC1.CCOC(C)=O. The reactants are [Si:1]([O:8][CH:9]([C:22]1[O:23][CH:24]=[CH:25][N:26]=1)[CH2:10][CH2:11][CH2:12][CH2:13][CH2:14][CH2:15][C:16]1[CH:21]=[CH:20][CH:19]=[CH:18][CH:17]=1)([C:4]([CH3:7])([CH3:6])[CH3:5])([CH3:3])[CH3:2].[Li]C(C)(C)C.[Cl:32]N1C(=O)CCC1=O. The product is [Si:1]([O:8][CH:9]([C:22]1[O:23][C:24]([Cl:32])=[CH:25][N:26]=1)[CH2:10][CH2:11][CH2:12][CH2:13][CH2:14][CH2:15][C:16]1[CH:21]=[CH:20][CH:19]=[CH:18][CH:17]=1)([C:4]([CH3:7])([CH3:5])[CH3:6])([CH3:2])[CH3:3]. The yield is 0.570. (3) The reactants are [Br:1][C:2]1[CH:3]=[C:4]([NH:9][CH:10]2[CH2:15][CH2:14][N:13]([C@H:16]3[CH2:21][CH2:20][C@H:19]([O:22][CH2:23][CH3:24])[CH2:18][CH2:17]3)[CH2:12][CH2:11]2)[C:5]([NH2:8])=[CH:6][CH:7]=1.C(N(C(C)C)CC)(C)C.[Cl:34][C:35](Cl)([O:37]C(=O)OC(Cl)(Cl)Cl)Cl. The catalyst is ClCCl. The product is [ClH:34].[Br:1][C:2]1[CH:7]=[CH:6][C:5]2[NH:8][C:35](=[O:37])[N:9]([CH:10]3[CH2:15][CH2:14][N:13]([C@H:16]4[CH2:21][CH2:20][C@H:19]([O:22][CH2:23][CH3:24])[CH2:18][CH2:17]4)[CH2:12][CH2:11]3)[C:4]=2[CH:3]=1. The yield is 0.670. (4) The reactants are Cl[C:2]1[CH:3]=[CH:4][C:5]2[N:6]([C:8]([CH:11]([C:13]3[C:14]([F:24])=[C:15]4[C:20](=[CH:21][C:22]=3[F:23])[N:19]=[CH:18][CH:17]=[CH:16]4)[OH:12])=[CH:9][N:10]=2)[N:7]=1.C([Sn](CCCC)(CCCC)[C:30]([O:32]CC)=[CH2:31])CCC.Cl.O. The catalyst is CN(C=O)C.C1C=CC([P]([Pd]([P](C2C=CC=CC=2)(C2C=CC=CC=2)C2C=CC=CC=2)([P](C2C=CC=CC=2)(C2C=CC=CC=2)C2C=CC=CC=2)[P](C2C=CC=CC=2)(C2C=CC=CC=2)C2C=CC=CC=2)(C2C=CC=CC=2)C2C=CC=CC=2)=CC=1. The product is [F:24][C:14]1[C:13]([CH:11]([OH:12])[C:8]2[N:6]3[N:7]=[C:2]([C:30](=[O:32])[CH3:31])[CH:3]=[CH:4][C:5]3=[N:10][CH:9]=2)=[C:22]([F:23])[CH:21]=[C:20]2[C:15]=1[CH:16]=[CH:17][CH:18]=[N:19]2. The yield is 0.550. (5) The reactants are [CH2:1]([C@H:3]1[C@@H:7]([C:8]2[N:12]3[C:13]4[CH:19]=[CH:18][N:17]([S:20]([C:23]5[CH:29]=[CH:28][C:26]([CH3:27])=[CH:25][CH:24]=5)(=[O:22])=[O:21])[C:14]=4[N:15]=[CH:16][C:11]3=[N:10][N:9]=2)[CH2:6][C@@H:5]([NH:30][C:31]2[C:32](=[O:38])[C:33](=[O:37])[C:34]=2OC)[CH2:4]1)[CH3:2].Cl.[F:40][C:41]([F:46])([F:45])[CH2:42][CH2:43][NH2:44].CCN(C(C)C)C(C)C. The catalyst is CO. The product is [CH2:1]([C@H:3]1[C@@H:7]([C:8]2[N:12]3[C:13]4[CH:19]=[CH:18][N:17]([S:20]([C:23]5[CH:24]=[CH:25][C:26]([CH3:27])=[CH:28][CH:29]=5)(=[O:21])=[O:22])[C:14]=4[N:15]=[CH:16][C:11]3=[N:10][N:9]=2)[CH2:6][C@@H:5]([NH:30][C:31]2[C:32](=[O:38])[C:33](=[O:37])[C:34]=2[NH:44][CH2:43][CH2:42][C:41]([F:46])([F:45])[F:40])[CH2:4]1)[CH3:2]. The yield is 0.790. (6) The reactants are C([Li])CCC.C1(NC2CCCCC2)CCCCC1.[CH3:19][Si:20]([CH3:34])([CH3:33])[CH2:21][CH2:22][O:23][C:24]([CH:26]1[CH2:31][CH2:30][CH2:29][C:28](=[CH2:32])[CH2:27]1)=[O:25].Br[C:36]1[CH:41]=[CH:40][CH:39]=[C:38]([C:42]([CH3:45])([CH3:44])[CH3:43])[CH:37]=1.F[B-](F)(F)F.C([PH+](C(C)(C)C)C(C)(C)C)(C)(C)C. The catalyst is C1(C)C=CC=CC=1.C1C=CC(/C=C/C(/C=C/C2C=CC=CC=2)=O)=CC=1.C1C=CC(/C=C/C(/C=C/C2C=CC=CC=2)=O)=CC=1.C1C=CC(/C=C/C(/C=C/C2C=CC=CC=2)=O)=CC=1.C(Cl)(Cl)Cl.[Pd].[Pd].C(OCC)(=O)C. The product is [CH3:19][Si:20]([CH3:33])([CH3:34])[CH2:21][CH2:22][O:23][C:24]([C:26]1([C:36]2[CH:41]=[CH:40][CH:39]=[C:38]([C:42]([CH3:45])([CH3:44])[CH3:43])[CH:37]=2)[CH2:31][CH2:30][CH2:29][C:28](=[CH2:32])[CH2:27]1)=[O:25]. The yield is 0.810. (7) The reactants are I[C:2]1[C:10]2[C:5](=[N:6][CH:7]=[C:8]([C:11]3[CH:12]=[C:13]([NH:17][CH:18]4[CH2:23][CH2:22][N:21]([C:24]([O:26][C:27]([CH3:30])([CH3:29])[CH3:28])=[O:25])[CH2:20][CH2:19]4)[CH:14]=[CH:15][CH:16]=3)[CH:9]=2)[N:4]([S:31]([C:34]2[CH:40]=[CH:39][C:37]([CH3:38])=[CH:36][CH:35]=2)(=[O:33])=[O:32])[CH:3]=1.[F:41][C:42]1[CH:43]=[C:44]([CH:62]=[CH:63][CH:64]=1)[CH2:45][N:46]1[C:50]([CH3:51])=[C:49](B2OC(C)(C)C(C)(C)O2)[C:48]([CH3:61])=[N:47]1.C(=O)([O-])[O-].[Na+].[Na+]. The catalyst is C1(C)C=CC=CC=1.C(O)C.O.Cl[Pd](Cl)([P](C1C=CC=CC=1)(C1C=CC=CC=1)C1C=CC=CC=1)[P](C1C=CC=CC=1)(C1C=CC=CC=1)C1C=CC=CC=1. The product is [F:41][C:42]1[CH:43]=[C:44]([CH:62]=[CH:63][CH:64]=1)[CH2:45][N:46]1[C:50]([CH3:51])=[C:49]([C:2]2[C:10]3[C:5](=[N:6][CH:7]=[C:8]([C:11]4[CH:12]=[C:13]([NH:17][CH:18]5[CH2:23][CH2:22][N:21]([C:24]([O:26][C:27]([CH3:29])([CH3:30])[CH3:28])=[O:25])[CH2:20][CH2:19]5)[CH:14]=[CH:15][CH:16]=4)[CH:9]=3)[N:4]([S:31]([C:34]3[CH:35]=[CH:36][C:37]([CH3:38])=[CH:39][CH:40]=3)(=[O:32])=[O:33])[CH:3]=2)[C:48]([CH3:61])=[N:47]1. The yield is 0.675. (8) The reactants are [Cl:1][C:2]1[C:7]([Cl:8])=[CH:6][CH:5]=[C:4]([N:9]=[C:10]=S)[N:3]=1.C(N(CC)CC)C.Cl.Cl.[NH2:21][CH2:22][C:23]1([OH:31])[CH:28]2[CH2:29][CH2:30][N:25]([CH2:26][CH2:27]2)[CH2:24]1.C(N=C=NC(C)C)(C)C. The catalyst is CN(C)C=O. The product is [Cl:8][C:7]1[CH:6]=[CH:5][C:4]([NH:9][C:10]2[O:31][C@:23]3([CH2:22][N:21]=2)[CH:28]2[CH2:29][CH2:30][N:25]([CH2:26][CH2:27]2)[CH2:24]3)=[N:3][C:2]=1[Cl:1]. The yield is 0.470. (9) The reactants are [C:1]([CH2:4][CH2:5][CH2:6][C:7]([OH:9])=[O:8])(=[O:3])[CH3:2].Cl.[CH3:11]O. No catalyst specified. The product is [CH3:11][O:8][C:7](=[O:9])[CH2:6][CH2:5][CH2:4][C:1](=[O:3])[CH3:2]. The yield is 0.840. (10) The reactants are [F:1][C:2]1[CH:3]=[CH:4][C:5]([OH:28])=[C:6]([C:8]2[CH:13]=[CH:12][CH:11]=[C:10]([S:14]([NH:17][C:18]3[CH:26]=[CH:25][C:21]([C:22]([OH:24])=[O:23])=[C:20]([OH:27])[CH:19]=3)(=[O:16])=[O:15])[CH:9]=2)[CH:7]=1.[C:29](N1C=CN=C1)(N1C=CN=C1)=O.N1C=CC=CC=1.CO.C(O)(C(F)(F)F)=O. The catalyst is CC#N.CO.O. The product is [F:1][C:2]1[CH:3]=[CH:4][C:5]([OH:28])=[C:6]([C:8]2[CH:13]=[CH:12][CH:11]=[C:10]([S:14]([NH:17][C:18]3[CH:26]=[CH:25][C:21]([C:22]([O:24][CH3:29])=[O:23])=[C:20]([OH:27])[CH:19]=3)(=[O:15])=[O:16])[CH:9]=2)[CH:7]=1. The yield is 0.270.